Dataset: Reaction yield outcomes from USPTO patents with 853,638 reactions. Task: Predict the reaction yield, written as a fraction of the theoretical maximum amount of product (1.0 means a 100% yield; for example, 0.34 means a 34% yield). (1) The reactants are [C:1]([C:3]1[CH:24]=[CH:23][C:6]([CH2:7][NH:8][C:9](=[O:22])[CH:10]([C:13]2[C:18]([F:19])=[CH:17][CH:16]=[C:15]([OH:20])[C:14]=2[F:21])[O:11][CH3:12])=[CH:5][CH:4]=1)#[N:2].[F:25][C:26]1[CH:34]=[CH:33][C:29](C(O)=O)=[CH:28][CH:27]=1.CCN(CC)CC.CCOC(C)=O. The catalyst is ClCCCl.C([O-])(=O)C.[Cu+2].C([O-])(=O)C. The product is [C:1]([C:3]1[CH:4]=[CH:5][C:6]([CH2:7][NH:8][C:9](=[O:22])[CH:10]([C:13]2[C:18]([F:19])=[CH:17][CH:16]=[C:15]([O:20][C:29]3[CH:33]=[CH:34][C:26]([F:25])=[CH:27][CH:28]=3)[C:14]=2[F:21])[O:11][CH3:12])=[CH:23][CH:24]=1)#[N:2]. The yield is 0.610. (2) The reactants are [Cl:1][C:2]1[C:3]([O:30][C@H:31]2[CH2:36][CH2:35][C:34]([F:38])([F:37])[CH2:33][C@@H:32]2[C:39]2[N:43]([CH3:44])[N:42]=[CH:41][CH:40]=2)=[CH:4][C:5]([F:29])=[C:6]([S:8]([N:11](CC2C=CC(OC)=CC=2OC)[C:12]2[CH:17]=[CH:16][N:15]=[CH:14][N:13]=2)(=[O:10])=[O:9])[CH:7]=1.C([SiH](CC)CC)C.FC(F)(F)C(O)=O. The product is [Cl:1][C:2]1[C:3]([O:30][C@H:31]2[CH2:36][CH2:35][C:34]([F:38])([F:37])[CH2:33][C@@H:32]2[C:39]2[N:43]([CH3:44])[N:42]=[CH:41][CH:40]=2)=[CH:4][C:5]([F:29])=[C:6]([S:8]([NH:11][C:12]2[CH:17]=[CH:16][N:15]=[CH:14][N:13]=2)(=[O:9])=[O:10])[CH:7]=1. The catalyst is ClCCl. The yield is 0.900. (3) The reactants are OC1C=CC=C2C=1N=CC=C2.C(=O)([O-])[O-].[K+].[K+].Br[C:19]1[CH:24]=[CH:23][C:22]([C:25]2[CH:30]=[CH:29][C:28]([N:31]3[CH2:35][CH2:34][C@@H:33]4[CH2:36][N:37]([C:39]([O:41][CH2:42][CH3:43])=[O:40])[CH2:38][C@H:32]34)=[CH:27][CH:26]=2)=[CH:21][CH:20]=1.[N:44]1[NH:45][C:46](=[O:50])[CH:47]=[CH:48][CH:49]=1. The catalyst is CN(C)C=O.[Cu]I. The product is [O:50]=[C:46]1[N:45]([C:28]2([N:31]3[CH2:35][CH2:34][C@@H:33]4[CH2:36][N:37]([C:39]([O:41][CH2:42][CH3:43])=[O:40])[CH2:38][C@H:32]34)[CH:29]=[CH:30][C:25]([C:22]3[CH:23]=[CH:24][CH:19]=[CH:20][CH:21]=3)=[CH:26][CH2:27]2)[N:44]=[CH:49][CH:48]=[CH:47]1. The yield is 0.819. (4) The reactants are [NH:1]1[C:9]2[C:4](=[CH:5][CH:6]=[CH:7][CH:8]=2)[CH2:3][C:2]1=[O:10].[N:11]1[CH:16]=[CH:15][CH:14]=[C:13](/[CH:17]=[CH:18]/[C:19]2[C:27]3[C:22](=[CH:23][C:24]([CH:28]=O)=[CH:25][CH:26]=3)[NH:21][N:20]=2)[CH:12]=1. The product is [N:11]1[CH:16]=[CH:15][CH:14]=[C:13](/[CH:17]=[CH:18]/[C:19]2[C:27]3[C:22](=[CH:23][C:24](/[CH:28]=[C:3]4/[C:2](=[O:10])[NH:1][C:9]5[C:4]/4=[CH:5][CH:6]=[CH:7][CH:8]=5)=[CH:25][CH:26]=3)[NH:21][N:20]=2)[CH:12]=1. No catalyst specified. The yield is 0.840. (5) The reactants are C([O:8][C:9]1[CH:14]=[C:13]([N:15]2[CH2:20][CH2:19][N:18](CC3C=CC=CC=3)[CH2:17][CH2:16]2)[C:12]([O:28][CH3:29])=[CH:11][C:10]=1[C:30]([OH:33])([CH3:32])[CH3:31])C1C=CC=CC=1. The catalyst is CCO. The product is [OH:33][C:30]([C:10]1[CH:11]=[C:12]([O:28][CH3:29])[C:13]([N:15]2[CH2:16][CH2:17][NH:18][CH2:19][CH2:20]2)=[CH:14][C:9]=1[OH:8])([CH3:31])[CH3:32]. The yield is 0.920. (6) The reactants are FC1C=C2C(C(C3C=C(N)C(N)=CC=3)=CN2S(C2C=CC=CC=2)(=O)=O)=CC=1.[CH3:28][O:29][C:30](=[O:42])[C:31]1[C:32](=[CH:37][C:38](Br)=[CH:39][CH:40]=1)[C:33]([O:35][CH3:36])=[O:34].[F:43][C:44]1[CH:52]=[C:51]2[C:47]([C:48](B3OC(C)(C)C(C)(C)O3)=[CH:49][N:50]2[C:53]([O:55][C:56]([CH3:59])([CH3:58])[CH3:57])=[O:54])=[CH:46][CH:45]=1. No catalyst specified. The product is [C:56]([O:55][C:53]([N:50]1[C:51]2[C:47](=[CH:46][CH:45]=[C:44]([F:43])[CH:52]=2)[C:48]([C:38]2[CH:37]=[C:32]([C:33]([O:35][CH3:36])=[O:34])[C:31](=[CH:40][CH:39]=2)[C:30]([O:29][CH3:28])=[O:42])=[CH:49]1)=[O:54])([CH3:59])([CH3:57])[CH3:58]. The yield is 0.720. (7) The reactants are [Cl:1]N1C(=O)CCC1=O.[CH2:9]([N:13]1[CH:18]=[CH:17][C:16]([OH:19])=[CH:15][C:14]1=[O:20])[CH2:10][CH2:11][CH3:12]. The catalyst is CN(C=O)C. The product is [CH2:9]([N:13]1[CH:18]=[CH:17][C:16]([OH:19])=[C:15]([Cl:1])[C:14]1=[O:20])[CH2:10][CH2:11][CH3:12]. The yield is 0.830.